Dataset: Full USPTO retrosynthesis dataset with 1.9M reactions from patents (1976-2016). Task: Predict the reactants needed to synthesize the given product. Given the product [OH:29][C:25]1[C:26]([CH3:28])=[CH:27][C:22]([C:9]2([C:5]3[CH:4]=[C:3]([CH3:31])[C:2]([OH:1])=[C:7]([CH3:8])[CH:6]=3)[C:17]3[C:12](=[CH:13][CH:14]=[CH:15][CH:16]=3)[N:11]([CH2:18][C:19]3[O:32][N:33]=[C:34]([C:35]4[CH:40]=[CH:39][C:38]([O:41][CH3:42])=[CH:37][CH:36]=4)[N:20]=3)[C:10]2=[O:21])=[CH:23][C:24]=1[CH3:30], predict the reactants needed to synthesize it. The reactants are: [OH:1][C:2]1[C:7]([CH3:8])=[CH:6][C:5]([C:9]2([C:22]3[CH:27]=[C:26]([CH3:28])[C:25]([OH:29])=[C:24]([CH3:30])[CH:23]=3)[C:17]3[C:12](=[CH:13][CH:14]=[CH:15][CH:16]=3)[N:11]([CH2:18][C:19]#[N:20])[C:10]2=[O:21])=[CH:4][C:3]=1[CH3:31].[OH:32][N:33]=[C:34](Cl)[C:35]1[CH:40]=[CH:39][C:38]([O:41][CH3:42])=[CH:37][CH:36]=1.C(N(CC)CC)C.[F-].C([N+](CCCC)(CCCC)CCCC)CCC.